Dataset: NCI-60 drug combinations with 297,098 pairs across 59 cell lines. Task: Regression. Given two drug SMILES strings and cell line genomic features, predict the synergy score measuring deviation from expected non-interaction effect. (1) Drug 1: CC1C(C(CC(O1)OC2CC(CC3=C2C(=C4C(=C3O)C(=O)C5=C(C4=O)C(=CC=C5)OC)O)(C(=O)C)O)N)O.Cl. Drug 2: CCC(=C(C1=CC=CC=C1)C2=CC=C(C=C2)OCCN(C)C)C3=CC=CC=C3.C(C(=O)O)C(CC(=O)O)(C(=O)O)O. Cell line: HL-60(TB). Synergy scores: CSS=35.2, Synergy_ZIP=2.92, Synergy_Bliss=5.83, Synergy_Loewe=-22.4, Synergy_HSA=5.22. (2) Drug 1: CN1CCC(CC1)COC2=C(C=C3C(=C2)N=CN=C3NC4=C(C=C(C=C4)Br)F)OC. Drug 2: CC1=C(N=C(N=C1N)C(CC(=O)N)NCC(C(=O)N)N)C(=O)NC(C(C2=CN=CN2)OC3C(C(C(C(O3)CO)O)O)OC4C(C(C(C(O4)CO)O)OC(=O)N)O)C(=O)NC(C)C(C(C)C(=O)NC(C(C)O)C(=O)NCCC5=NC(=CS5)C6=NC(=CS6)C(=O)NCCC[S+](C)C)O. Cell line: 786-0. Synergy scores: CSS=5.84, Synergy_ZIP=-3.32, Synergy_Bliss=-3.18, Synergy_Loewe=-14.8, Synergy_HSA=-1.15. (3) Drug 1: COC1=NC(=NC2=C1N=CN2C3C(C(C(O3)CO)O)O)N. Drug 2: C1CNP(=O)(OC1)N(CCCl)CCCl. Cell line: NCI-H460. Synergy scores: CSS=-1.76, Synergy_ZIP=2.43, Synergy_Bliss=3.00, Synergy_Loewe=-0.907, Synergy_HSA=-0.468. (4) Drug 1: CC(C1=C(C=CC(=C1Cl)F)Cl)OC2=C(N=CC(=C2)C3=CN(N=C3)C4CCNCC4)N. Drug 2: C1C(C(OC1N2C=NC(=NC2=O)N)CO)O. Cell line: NCIH23. Synergy scores: CSS=14.0, Synergy_ZIP=-3.65, Synergy_Bliss=-2.37, Synergy_Loewe=-5.04, Synergy_HSA=-3.00. (5) Drug 2: CC1=C(N=C(N=C1N)C(CC(=O)N)NCC(C(=O)N)N)C(=O)NC(C(C2=CN=CN2)OC3C(C(C(C(O3)CO)O)O)OC4C(C(C(C(O4)CO)O)OC(=O)N)O)C(=O)NC(C)C(C(C)C(=O)NC(C(C)O)C(=O)NCCC5=NC(=CS5)C6=NC(=CS6)C(=O)NCCC[S+](C)C)O. Drug 1: CC1=C(C(CCC1)(C)C)C=CC(=CC=CC(=CC(=O)O)C)C. Cell line: LOX IMVI. Synergy scores: CSS=36.6, Synergy_ZIP=3.11, Synergy_Bliss=4.63, Synergy_Loewe=-12.2, Synergy_HSA=2.06. (6) Drug 1: CCC1=C2CN3C(=CC4=C(C3=O)COC(=O)C4(CC)O)C2=NC5=C1C=C(C=C5)O. Drug 2: C1CCC(C(C1)N)N.C(=O)(C(=O)[O-])[O-].[Pt+4]. Cell line: MOLT-4. Synergy scores: CSS=85.8, Synergy_ZIP=6.90, Synergy_Bliss=6.44, Synergy_Loewe=6.16, Synergy_HSA=8.14.